Dataset: Reaction yield outcomes from USPTO patents with 853,638 reactions. Task: Predict the reaction yield, written as a fraction of the theoretical maximum amount of product (1.0 means a 100% yield; for example, 0.34 means a 34% yield). The reactants are [CH2:1]1[CH:12]2[CH:4]([NH:5][C:6]3[C:7]([C:13]([NH:15][C@@H:16]([CH2:21][OH:22])[C:17]([O:19]C)=[O:18])=[O:14])=[CH:8][CH:9]=[CH:10][C:11]=32)[CH2:3][CH2:2]1.[OH-].[Li+]. The catalyst is C1COCC1. The product is [CH2:1]1[CH:12]2[CH:4]([NH:5][C:6]3[C:7]([C:13]([NH:15][C@@H:16]([CH2:21][OH:22])[C:17]([OH:19])=[O:18])=[O:14])=[CH:8][CH:9]=[CH:10][C:11]=32)[CH2:3][CH2:2]1. The yield is 0.170.